Dataset: Peptide-MHC class II binding affinity with 134,281 pairs from IEDB. Task: Regression. Given a peptide amino acid sequence and an MHC pseudo amino acid sequence, predict their binding affinity value. This is MHC class II binding data. (1) The MHC is DRB1_0802 with pseudo-sequence DRB1_0802. The binding affinity (normalized) is 0.223. The peptide sequence is VSDPSKLNNQFGSMP. (2) The peptide sequence is VSAIVGAAASVFVCL. The MHC is H-2-IAb with pseudo-sequence H-2-IAb. The binding affinity (normalized) is 0.0343. (3) The peptide sequence is RPGVSKKFLSLLTSS. The MHC is H-2-IAb with pseudo-sequence H-2-IAb. The binding affinity (normalized) is 0.0306. (4) The peptide sequence is LDLAVNAAVDAGIHF. The MHC is DRB1_0401 with pseudo-sequence DRB1_0401. The binding affinity (normalized) is 0.422. (5) The peptide sequence is SQDLELSWGLNGLQAY. The MHC is DRB1_0401 with pseudo-sequence DRB1_0401. The binding affinity (normalized) is 0.468. (6) The peptide sequence is DHGGACGYKDVDKPP. The MHC is HLA-DQA10102-DQB10602 with pseudo-sequence HLA-DQA10102-DQB10602. The binding affinity (normalized) is 0.0596. (7) The peptide sequence is GEIRTMNNFLDREIYVNVEP. The MHC is DRB1_0102 with pseudo-sequence QEFFIASGAAVDAIMWLFLECYDLQRATYHAVFT. The binding affinity (normalized) is 0.504.